This data is from Full USPTO retrosynthesis dataset with 1.9M reactions from patents (1976-2016). The task is: Predict the reactants needed to synthesize the given product. Given the product [CH2:42]([O:41][C:39]([C:2]1[C:18]([O:19][CH2:20][C@@H:21]([NH:26][C:27](=[O:33])[O:28][C:29]([CH3:31])([CH3:32])[CH3:30])[CH2:22][CH:23]([CH3:25])[CH3:24])=[CH:17][C:5]2[N:6]([CH3:16])[C:7](=[O:15])[C:8]3[C:13]([C:4]=2[CH:3]=1)=[CH:12][CH:11]=[N:10][C:9]=3[CH3:14])=[CH2:40])[CH3:43], predict the reactants needed to synthesize it. The reactants are: Br[C:2]1[C:18]([O:19][CH2:20][C@@H:21]([NH:26][C:27](=[O:33])[O:28][C:29]([CH3:32])([CH3:31])[CH3:30])[CH2:22][CH:23]([CH3:25])[CH3:24])=[CH:17][C:5]2[N:6]([CH3:16])[C:7](=[O:15])[C:8]3[C:13]([C:4]=2[CH:3]=1)=[CH:12][CH:11]=[N:10][C:9]=3[CH3:14].C([Sn](CCCC)(CCCC)[C:39]([O:41][CH2:42][CH3:43])=[CH2:40])CCC.